This data is from Forward reaction prediction with 1.9M reactions from USPTO patents (1976-2016). The task is: Predict the product of the given reaction. Given the reactants Br[C:2]1[CH:3]=[C:4]([C:12]([O:14][CH3:15])=[O:13])[CH:5]=[C:6]([CH:11]=1)[C:7]([O:9][CH3:10])=[O:8].[C:16]([O-:19])([O-])=O.[K+].[K+].O, predict the reaction product. The product is: [CH3:10][O:9][C:7]([C:6]1[CH:11]=[C:2]([C:2]2[CH:3]=[CH:4][C:5]([CH:16]=[O:19])=[CH:6][CH:11]=2)[CH:3]=[C:4]([C:12]([O:14][CH3:15])=[O:13])[CH:5]=1)=[O:8].